Dataset: Catalyst prediction with 721,799 reactions and 888 catalyst types from USPTO. Task: Predict which catalyst facilitates the given reaction. (1) Reactant: [Si]([O:8][CH2:9][C@H:10]([O:14][CH2:15][O:16][CH2:17][CH2:18][O:19][CH3:20])[CH2:11][CH:12]=[CH2:13])(C(C)(C)C)(C)C.CCCC[N+](CCCC)(CCCC)CCCC.[F-].C([O-])(O)=O.[Na+]. Product: [CH3:20][O:19][CH2:18][CH2:17][O:16][CH2:15][O:14][C@H:10]([CH2:11][CH:12]=[CH2:13])[CH2:9][OH:8]. The catalyst class is: 1. (2) Reactant: [C:1]([O:4][CH2:5][CH2:6][CH2:7][N:8]1[CH:17]=[C:16]([CH:18]=[O:19])[C:15]2[C:10](=[CH:11][CH:12]=[C:13](Br)[CH:14]=2)[C:9]1=[O:21])(=[O:3])[CH3:2].C(=O)([O-])[O-].[K+].[K+].[CH:28]1([NH:31][C:32](=[O:50])[C:33]2[CH:38]=[C:37](B3OC(C)(C)C(C)(C)O3)[C:36]([CH3:48])=[C:35]([F:49])[CH:34]=2)[CH2:30][CH2:29]1. Product: [C:1]([O:4][CH2:5][CH2:6][CH2:7][N:8]1[CH:17]=[C:16]([CH:18]=[O:19])[C:15]2[C:10](=[CH:11][CH:12]=[C:13]([C:37]3[CH:38]=[C:33]([C:32](=[O:50])[NH:31][CH:28]4[CH2:29][CH2:30]4)[CH:34]=[C:35]([F:49])[C:36]=3[CH3:48])[CH:14]=2)[C:9]1=[O:21])(=[O:3])[CH3:2]. The catalyst class is: 18. (3) Reactant: [O:1]1[C:6]2[CH:7]=[CH:8][CH:9]=[CH:10][C:5]=2[O:4][CH2:3][C@@H:2]1[C:11]([N:13]1[CH2:18][CH2:17][CH2:16][C@@H:15]([C:19]2[CH:24]=[CH:23][C:22]([C:25]([F:28])([F:27])[F:26])=[CH:21][CH:20]=2)[CH2:14]1)=O. Product: [O:1]1[C:6]2[CH:7]=[CH:8][CH:9]=[CH:10][C:5]=2[O:4][CH2:3][C@@H:2]1[CH2:11][N:13]1[CH2:18][CH2:17][CH2:16][C@@H:15]([C:19]2[CH:20]=[CH:21][C:22]([C:25]([F:27])([F:26])[F:28])=[CH:23][CH:24]=2)[CH2:14]1. The catalyst class is: 1.